This data is from Catalyst prediction with 721,799 reactions and 888 catalyst types from USPTO. The task is: Predict which catalyst facilitates the given reaction. (1) The catalyst class is: 3. Reactant: [Cl:1][C:2]1[CH:3]=[C:4]2[CH:10]=[C:9]([C:11]([OH:13])=O)[NH:8][C:5]2=[CH:6][N:7]=1.[NH2:14][CH:15]1[CH2:24][C:23]2[C:18](=[CH:19][CH:20]=[CH:21][CH:22]=2)[NH:17][C:16]1=[O:25].C1C=CC2N(O)N=NC=2C=1.CCN(C(C)C)C(C)C.CCN=C=NCCCN(C)C. Product: [O:25]=[C:16]1[CH:15]([NH:14][C:11]([C:9]2[NH:8][C:5]3=[CH:6][N:7]=[C:2]([Cl:1])[CH:3]=[C:4]3[CH:10]=2)=[O:13])[CH2:24][C:23]2[C:18](=[CH:19][CH:20]=[CH:21][CH:22]=2)[NH:17]1. (2) Reactant: C([Si](C)(C)[O:6][C@@H:7]1[CH2:32][CH2:31][CH:30]=[CH:29][C:28]2=[CH:33][C:24](=[CH:25][CH:26]=[CH:27]2)[C@@H:23]([CH3:34])[NH:22][C:21](=[O:35])[C@H:20]2[NH:36][N:16]([CH2:17][CH2:18][CH2:19]2)[C:15](=[O:37])[C@H:14]([CH3:38])[NH:13][C:12](=[O:39])[C@H:11]([CH:40]([CH3:42])[CH3:41])[O:10][C:9](=[O:43])[C@@H:8]1[CH3:44])(C)(C)C.F. The catalyst class is: 78. Product: [OH:6][C@@H:7]1[CH2:32][CH2:31][CH2:30][CH2:29][C:28]2=[CH:33][C:24](=[CH:25][CH:26]=[CH:27]2)[C@@H:23]([CH3:34])[NH:22][C:21](=[O:35])[C@H:20]2[NH:36][N:16]([CH2:17][CH2:18][CH2:19]2)[C:15](=[O:37])[C@H:14]([CH3:38])[NH:13][C:12](=[O:39])[C@H:11]([CH:40]([CH3:42])[CH3:41])[O:10][C:9](=[O:43])[C@@H:8]1[CH3:44]. (3) The catalyst class is: 4. Reactant: [CH3:1][O:2][C:3]1[CH:8]=[CH:7][C:6]([S:9][C:10]2[CH:17]=[CH:16][C:13]([CH:14]=O)=[CH:12][CH:11]=2)=[CH:5][CH:4]=1.[CH2:18]([NH2:25])[C:19]1[CH:24]=[CH:23][CH:22]=[CH:21][CH:20]=1. Product: [CH2:18]([NH:25][CH2:14][C:13]1[CH:16]=[CH:17][C:10]([S:9][C:6]2[CH:7]=[CH:8][C:3]([O:2][CH3:1])=[CH:4][CH:5]=2)=[CH:11][CH:12]=1)[C:19]1[CH:24]=[CH:23][CH:22]=[CH:21][CH:20]=1. (4) Reactant: [NH:1]([C:8]([O:10][CH2:11][C:12]1[CH:17]=[CH:16][CH:15]=[CH:14][CH:13]=1)=[O:9])[C@H:2]([C:5]([OH:7])=[O:6])[CH2:3][OH:4].[NH2:18][C@H:19]([C:22]([O:24][CH2:25][C:26]1[CH:31]=[CH:30][CH:29]=[CH:28][CH:27]=1)=[O:23])[CH2:20][OH:21].Cl.ON1C2C=CC=CC=2N=N1.CCN(CC)CC.C1(N=C=NC2CCCCC2)CCCCC1. Product: [CH2:11]([O:10][C:8]([NH:1][C@H:2]([C:5]([OH:7])=[O:6])[CH2:3][OH:4])=[O:9])[C:12]1[CH:13]=[CH:14][CH:15]=[CH:16][CH:17]=1.[CH2:25]([O:24][C:22](=[O:23])[C@H:19]([CH2:20][OH:21])[NH2:18])[C:26]1[CH:31]=[CH:30][CH:29]=[CH:28][CH:27]=1. The catalyst class is: 3. (5) Reactant: [Br:1][C:2]1[CH:3]=[C:4]2[C:9](=[C:10]([Cl:12])[CH:11]=1)[NH:8][C:7](=O)[CH2:6][CH2:5]2.COC1C=CC(P2(SP(C3C=CC(OC)=CC=3)(=S)S2)=[S:23])=CC=1. The catalyst class is: 11. Product: [Br:1][C:2]1[CH:3]=[C:4]2[C:9](=[C:10]([Cl:12])[CH:11]=1)[NH:8][C:7](=[S:23])[CH2:6][CH2:5]2. (6) Reactant: C[O:2][C:3](=[O:19])[CH2:4][NH:5][C:6]([C:8]1[C:9](=[O:18])[O:10][C:11]2[C:16]([CH:17]=1)=[CH:15][CH:14]=[CH:13][CH:12]=2)=[O:7].[Li+].[OH-]. Product: [O:10]1[C:11]2[C:16](=[CH:15][CH:14]=[CH:13][CH:12]=2)[CH:17]=[C:8]([C:6]([NH:5][CH2:4][C:3]([OH:19])=[O:2])=[O:7])[C:9]1=[O:18]. The catalyst class is: 20. (7) Reactant: [C:1]1([C:7]2[CH:12]=[CH:11][CH:10]=[C:9]([C:13]3[N:14]=[N:15]NN=3)[N:8]=2)[CH:6]=[CH:5][CH:4]=[CH:3][CH:2]=1.[C:18](Cl)(=[O:28])[C:19]1[CH:27]=[CH:26][C:22]([C:23](Cl)=[O:24])=[CH:21][CH:20]=1.O.[OH-].[Na+]. Product: [C:1]1([C:7]2[CH:12]=[CH:11][CH:10]=[C:9]([C:13]3[O:28][C:18]([C:19]4[CH:27]=[CH:26][C:22]([C:23]5[O:24][C:13]([C:9]6[N:8]=[C:7]([C:1]7[CH:2]=[CH:3][CH:4]=[CH:5][CH:6]=7)[CH:12]=[CH:11][CH:10]=6)=[N:14][N:15]=5)=[CH:21][CH:20]=4)=[N:15][N:14]=3)[N:8]=2)[CH:2]=[CH:3][CH:4]=[CH:5][CH:6]=1. The catalyst class is: 17. (8) Reactant: C([Li])(CC)C.CN(C)CCN(C)C.[CH2:14]([N:16]([CH2:27][CH3:28])[C:17](=[O:26])[C:18]1[CH:23]=[CH:22][CH:21]=[CH:20][C:19]=1[O:24][CH3:25])[CH3:15].CN(C)[CH:31]=[O:32].Cl. Product: [CH2:27]([N:16]([CH2:14][CH3:15])[C:17](=[O:26])[C:18]1[C:19]([O:24][CH3:25])=[CH:20][CH:21]=[CH:22][C:23]=1[CH:31]=[O:32])[CH3:28]. The catalyst class is: 1.